Dataset: Full USPTO retrosynthesis dataset with 1.9M reactions from patents (1976-2016). Task: Predict the reactants needed to synthesize the given product. (1) Given the product [F:21][C:22]1[C:31]([CH:32]([C:34]2[N:38]3[N:39]=[C:40](/[C:2](=[N:3]/[O:12][CH2:13][C:14]([OH:16])=[O:15])/[CH3:10])[CH:41]=[CH:42][C:37]3=[N:36][N:35]=2)[CH3:33])=[C:30]([F:46])[CH:29]=[C:28]2[C:23]=1[CH:24]=[CH:25][CH:26]=[N:27]2, predict the reactants needed to synthesize it. The reactants are: O=[C:2]1[C:10]2C(=CC=CC=2)C(=O)[N:3]1[O:12][CH2:13][C:14]([O:16]C)=[O:15].O.NN.[F:21][C:22]1[C:31]([CH:32]([C:34]2[N:38]3[N:39]=[C:40](C(=O)C)[CH:41]=[CH:42][C:37]3=[N:36][N:35]=2)[CH3:33])=[C:30]([F:46])[CH:29]=[C:28]2[C:23]=1[CH:24]=[CH:25][CH:26]=[N:27]2.Cl. (2) Given the product [F:48][C:45]1[CH:46]=[CH:47][C:42]([C@@H:9]([OH:8])[CH2:10][S:11][C@H:12]2[C:15](=[O:16])[N:14]([C:17]3[CH:22]=[CH:21][C:20]([C:23]#[C:24][CH2:25][NH:26][S:27]([CH3:30])(=[O:29])=[O:28])=[CH:19][CH:18]=3)[C@@H:13]2[C:31]2[CH:41]=[CH:40][C:34]([O:35][CH2:36][C:37]([NH:79][CH2:80][C:81]([NH:83][C@@H:84]([C:88]([OH:90])=[O:89])[CH:85]([CH3:86])[CH3:87])=[O:82])=[O:38])=[CH:33][CH:32]=2)=[CH:43][CH:44]=1, predict the reactants needed to synthesize it. The reactants are: [Si]([O:8][C@H:9]([C:42]1[CH:47]=[CH:46][C:45]([F:48])=[CH:44][CH:43]=1)[CH2:10][S:11][C@H:12]1[C:15](=[O:16])[N:14]([C:17]2[CH:22]=[CH:21][C:20]([C:23]#[C:24][CH2:25][NH:26][S:27]([CH3:30])(=[O:29])=[O:28])=[CH:19][CH:18]=2)[C@@H:13]1[C:31]1[CH:41]=[CH:40][C:34]([O:35][CH2:36][C:37](O)=[O:38])=[CH:33][CH:32]=1)(C(C)(C)C)(C)C.CN1CCOCC1.CN(C(ON1N=NC2C=CC=CC1=2)=[N+](C)C)C.[B-](F)(F)(F)F.Cl.[NH2:79][CH2:80][C:81]([NH:83][C@@H:84]([C:88]([OH:90])=[O:89])[CH:85]([CH3:87])[CH3:86])=[O:82].[Si](O[Si](C(C)(C)C)(C)C)(C(C)(C)C)(C)C. (3) Given the product [CH2:1]([C:6]1[CH:7]=[C:8]([CH2:9][NH:10][C:17](=[O:18])[C:16]2[CH:20]=[CH:21][C:22]([CH3:24])=[N:23][C:15]=2[NH2:14])[CH:11]=[CH:12][CH:13]=1)[CH2:2][CH2:3][CH2:4][CH3:5], predict the reactants needed to synthesize it. The reactants are: [CH2:1]([C:6]1[CH:7]=[C:8]([CH:11]=[CH:12][CH:13]=1)[CH2:9][NH2:10])[CH2:2][CH2:3][CH2:4][CH3:5].[NH2:14][C:15]1[N:23]=[C:22]([CH3:24])[CH:21]=[CH:20][C:16]=1[C:17](O)=[O:18].ON1C2C=CC=CC=2N=N1.CCN=C=NCCCN(C)C. (4) The reactants are: [Mg].Br[C:3]1[CH:8]=[CH:7][C:6]([Br:9])=[CH:5][CH:4]=1.[O:10]=[C:11]1[CH2:15][CH2:14][CH2:13][N:12]1[C:16]([O:18][C:19]([CH3:22])([CH3:21])[CH3:20])=[O:17]. Given the product [Br:9][C:6]1[CH:7]=[CH:8][C:3]([C:11](=[O:10])[CH2:15][CH2:14][CH2:13][NH:12][C:16](=[O:17])[O:18][C:19]([CH3:20])([CH3:22])[CH3:21])=[CH:4][CH:5]=1, predict the reactants needed to synthesize it. (5) Given the product [OH:8][CH2:9][CH2:10][N:11]1[CH2:12][C@@H:13]2[CH2:18][N:17]([C:19]3[N:24]=[N:23][C:22]([C:25]4[CH:30]=[CH:29][C:28]([C:31]5[CH:35]=[N:34][NH:33][CH:32]=5)=[CH:27][C:26]=4[OH:36])=[CH:21][CH:20]=3)[CH2:16][C@@H:14]2[CH2:15]1, predict the reactants needed to synthesize it. The reactants are: [Si]([O:8][CH2:9][CH2:10][N:11]1[CH2:15][C@@H:14]2[CH2:16][N:17]([C:19]3[N:24]=[N:23][C:22]([C:25]4[CH:30]=[CH:29][C:28]([C:31]5[CH:32]=[N:33][NH:34][CH:35]=5)=[CH:27][C:26]=4[OH:36])=[CH:21][CH:20]=3)[CH2:18][C@@H:13]2[CH2:12]1)(C(C)(C)C)(C)C.Cl.N. (6) Given the product [NH2:3][C@:2]([CH3:1])([CH2:8][CH2:9][C:10]1[N:11]([CH3:27])[CH:12]=[C:13]([C:15](=[O:26])[CH2:16][CH2:17][CH2:18][CH2:19][C:20]2[CH:21]=[CH:22][CH:23]=[CH:24][CH:25]=2)[CH:14]=1)[CH2:6][OH:5], predict the reactants needed to synthesize it. The reactants are: [CH3:1][C@@:2]1([CH2:8][CH2:9][C:10]2[N:11]([CH3:27])[CH:12]=[C:13]([C:15](=[O:26])[CH2:16][CH2:17][CH2:18][CH2:19][C:20]3[CH:25]=[CH:24][CH:23]=[CH:22][CH:21]=3)[CH:14]=2)[CH2:6][O:5]C(=O)[NH:3]1.O1CCCC1.CO.[OH-].[K+]. (7) Given the product [CH2:11]([O:10][C:8](=[O:9])[NH:7][CH2:6][C:5]1[C:4](=[O:18])[N:34]([CH:29]2[CH2:33][CH2:32][CH2:31][CH2:30]2)[C:35]2[N:36]=[C:37]([S:43][CH3:44])[N:38]=[CH:39][C:40]=2[CH:41]=1)[C:12]1[CH:13]=[CH:14][CH:15]=[CH:16][CH:17]=1, predict the reactants needed to synthesize it. The reactants are: C(O[C:4](=[O:18])[CH2:5][CH2:6][NH:7][C:8]([O:10][CH2:11][C:12]1[CH:17]=[CH:16][CH:15]=[CH:14][CH:13]=1)=[O:9])C.[Li+].C[Si]([N-][Si](C)(C)C)(C)C.[CH:29]1([NH:34][C:35]2[C:40]([CH:41]=O)=[CH:39][N:38]=[C:37]([S:43][CH3:44])[N:36]=2)[CH2:33][CH2:32][CH2:31][CH2:30]1.